From a dataset of Catalyst prediction with 721,799 reactions and 888 catalyst types from USPTO. Predict which catalyst facilitates the given reaction. Reactant: [CH2:1](Br)[C:2]1[CH:7]=[CH:6][CH:5]=[CH:4][CH:3]=1.[NH:9]1[C:13]([S-:14])=[CH:12][N:11]=[N:10]1.[Na+]. Product: [CH2:1]([S:14][C:13]1[N:9]=[N:10][NH:11][CH:12]=1)[C:2]1[CH:7]=[CH:6][CH:5]=[CH:4][CH:3]=1. The catalyst class is: 162.